This data is from Human liver microsome stability data. The task is: Regression/Classification. Given a drug SMILES string, predict its absorption, distribution, metabolism, or excretion properties. Task type varies by dataset: regression for continuous measurements (e.g., permeability, clearance, half-life) or binary classification for categorical outcomes (e.g., BBB penetration, CYP inhibition). Dataset: hlm. (1) The compound is COC(=O)c1ccc2c(C(=Nc3ccc(-n4c(C)ccc4CN4CCN(C)CC4)cc3)c3ccccc3)c(O)[nH]c2c1. The result is 1 (stable in human liver microsomes). (2) The molecule is Nc1[nH]nc2cc(-c3[nH]c([C@H](Cc4ccccc4)NC(=O)NCc4cc(Cl)ccc4-n4cccn4)nc3Cl)ccc12. The result is 1 (stable in human liver microsomes). (3) The compound is CS(=O)(=O)c1ccccc1-c1ccc(NC(=O)c2cc(C(F)(F)F)nn2-c2cccc(CN)c2)c(F)c1. The result is 0 (unstable in human liver microsomes).